From a dataset of Catalyst prediction with 721,799 reactions and 888 catalyst types from USPTO. Predict which catalyst facilitates the given reaction. (1) Reactant: [N:1]1([C:6]2[CH:7]=[C:8]([CH:11]=[C:12]([C:14]3[CH:19]=[CH:18][C:17]([C:20]([F:23])([F:22])[F:21])=[CH:16][CH:15]=3)[N:13]=2)[C:9]#[N:10])[CH2:5][CH2:4][CH2:3][CH2:2]1.Cl. Product: [N:1]1([C:6]2[CH:7]=[C:8]([CH2:9][NH2:10])[CH:11]=[C:12]([C:14]3[CH:19]=[CH:18][C:17]([C:20]([F:23])([F:21])[F:22])=[CH:16][CH:15]=3)[N:13]=2)[CH2:5][CH2:4][CH2:3][CH2:2]1. The catalyst class is: 29. (2) Reactant: N#N.C([SiH2][O:8][C:9](C)(C)[C:10]1[O:11][CH:12]=[C:13]([C:15](=[O:17])[CH3:16])[N:14]=1)(C)(C)C.CCCC[N+](CCCC)(CCCC)CCCC.[F-]. Product: [OH:8][CH2:9][C:10]1[O:11][CH:12]=[C:13]([C:15](=[O:17])[CH3:16])[N:14]=1. The catalyst class is: 721.